From a dataset of Reaction yield outcomes from USPTO patents with 853,638 reactions. Predict the reaction yield, written as a fraction of the theoretical maximum amount of product (1.0 means a 100% yield; for example, 0.34 means a 34% yield). (1) The reactants are [Br:1][C:2]1[CH:7]=[C:6]([F:8])[C:5]([F:9])=[CH:4][C:3]=1[OH:10].[F:11][C:12]([F:16])([F:15])CI.[F-].[Cs+].O. The catalyst is CS(C)=O. The product is [Br:1][C:2]1[CH:7]=[C:6]([F:8])[C:5]([F:9])=[CH:4][C:3]=1[O:10][C:12]([F:16])([F:15])[F:11]. The yield is 0.500. (2) The reactants are [CH:1]1([CH:7]([NH:23][C:24]2[CH:29]=[CH:28][C:27]([C:30]([N:32]([CH3:40])[CH2:33][CH2:34][C:35]([O:37][CH2:38][CH3:39])=[O:36])=[O:31])=[CH:26][CH:25]=2)[C:8]2[C:9]([CH2:21][CH3:22])=[N:10][N:11]([C:13]3[CH:18]=[CH:17][CH:16]=[C:15]([O:19][CH3:20])[CH:14]=3)[CH:12]=2)[CH2:6][CH2:5][CH2:4][CH2:3][CH2:2]1.[H-].[Na+].[CH3:43]I. The catalyst is CN(C)C(=O)C. The product is [CH:1]1([CH:7]([N:23]([CH3:43])[C:24]2[CH:29]=[CH:28][C:27]([C:30]([N:32]([CH3:40])[CH2:33][CH2:34][C:35]([O:37][CH2:38][CH3:39])=[O:36])=[O:31])=[CH:26][CH:25]=2)[C:8]2[C:9]([CH2:21][CH3:22])=[N:10][N:11]([C:13]3[CH:18]=[CH:17][CH:16]=[C:15]([O:19][CH3:20])[CH:14]=3)[CH:12]=2)[CH2:2][CH2:3][CH2:4][CH2:5][CH2:6]1. The yield is 0.750. (3) The reactants are [CH3:1][O:2][C:3]1[CH:8]=[CH:7][CH:6]=[CH:5][C:4]=1[CH:9]1[O:14][CH2:13][CH2:12][CH2:11][O:10]1.[H-].C([Al+]CC(C)C)C(C)C.C(OCC)(=O)C. The catalyst is C1(C)C=CC=CC=1. The product is [CH3:1][O:2][C:3]1[CH:8]=[CH:7][CH:6]=[CH:5][C:4]=1[CH2:9][O:10][CH2:11][CH2:12][CH2:13][OH:14]. The yield is 0.980. (4) The reactants are [C:1]([O:5][C:6]1[CH:11]=[CH:10][C:9]([CH2:12][C@H:13]([NH:36]C(=O)OCC2C3C=CC=CC=3C3C2=CC=CC=3)[C:14]([N:16]([CH2:28][CH:29]([O:33][CH2:34][CH3:35])[O:30][CH2:31][CH3:32])[CH2:17][C:18]2[C:27]3[C:22](=[CH:23][CH:24]=[CH:25][CH:26]=3)[N:21]=[CH:20][CH:19]=2)=[O:15])=[CH:8][CH:7]=1)([CH3:4])([CH3:3])[CH3:2].N1CCCCC1. No catalyst specified. The product is [NH2:36][C@@H:13]([CH2:12][C:9]1[CH:10]=[CH:11][C:6]([O:5][C:1]([CH3:3])([CH3:2])[CH3:4])=[CH:7][CH:8]=1)[C:14]([N:16]([CH2:28][CH:29]([O:30][CH2:31][CH3:32])[O:33][CH2:34][CH3:35])[CH2:17][C:18]1[C:27]2[C:22](=[CH:23][CH:24]=[CH:25][CH:26]=2)[N:21]=[CH:20][CH:19]=1)=[O:15]. The yield is 0.950. (5) The reactants are Cl[C:2]1[CH:7]=[C:6]([N:8]2[CH:12]=[CH:11][N:10]=[CH:9]2)[N:5]=[CH:4][N:3]=1.[NH3:13]. The catalyst is CO. The product is [N:8]1([C:6]2[N:5]=[CH:4][N:3]=[C:2]([NH2:13])[CH:7]=2)[CH:12]=[CH:11][N:10]=[CH:9]1. The yield is 0.400. (6) The reactants are [N+:1]([C:4]1[CH:9]=[CH:8][C:7]([S:10][C:11]2[NH:12][CH:13]=[CH:14][N:15]=2)=[CH:6][CH:5]=1)([O-:3])=[O:2]. The catalyst is C(#N)C=C. The product is [C:4]([CH2:5][CH2:6][N:15]1[CH:14]=[CH:13][N:12]=[C:11]1[S:10][C:7]1[CH:8]=[CH:9][C:4]([N+:1]([O-:3])=[O:2])=[CH:5][CH:6]=1)#[N:1]. The yield is 0.740. (7) The reactants are CS(O[C@H]1CCN(CC2C=CC(C)=CC=2)C1=O)(=O)=O.[F:20][C@H:21]1[C@H:26]([C:27]2[CH:32]=[CH:31][C:30]([OH:33])=[C:29]([F:34])[CH:28]=2)[CH2:25][CH2:24][N:23](C(OC(C)(C)C)=O)[CH2:22]1.CCN(C(C)C)C(C)C. The catalyst is C(#N)C. The product is [F:34][C:29]1[CH:28]=[C:27]([C@@H:26]2[CH2:25][CH2:24][NH:23][CH2:22][C@H:21]2[F:20])[CH:32]=[CH:31][C:30]=1[OH:33]. The yield is 0.410.